Dataset: Reaction yield outcomes from USPTO patents with 853,638 reactions. Task: Predict the reaction yield, written as a fraction of the theoretical maximum amount of product (1.0 means a 100% yield; for example, 0.34 means a 34% yield). (1) The reactants are [Cl:1][C:2]1[CH:7]=[CH:6][CH:5]=[CH:4][C:3]=1[CH:8]([OH:26])[C:9]1[C:16](=[O:17])[N:12]2[CH2:13][CH2:14][CH2:15][N:11]2[C:10]=1[C:18]1[CH:23]=[CH:22][N:21]=[C:20]([S:24][CH3:25])[N:19]=1. The catalyst is C(Cl)Cl.[O-2].[Mn+4].[O-2]. The product is [Cl:1][C:2]1[CH:7]=[CH:6][CH:5]=[CH:4][C:3]=1[C:8]([C:9]1[C:16](=[O:17])[N:12]2[CH2:13][CH2:14][CH2:15][N:11]2[C:10]=1[C:18]1[CH:23]=[CH:22][N:21]=[C:20]([S:24][CH3:25])[N:19]=1)=[O:26]. The yield is 0.690. (2) The reactants are [Cl:1][C:2]1[CH:7]=[CH:6][C:5]([CH:8]2[CH2:13][CH2:12][CH:11]([NH:14]C(=O)OC(C)(C)C)[CH2:10][CH2:9]2)=[CH:4][CH:3]=1.FC(F)(F)C(O)=O. The catalyst is ClCCl. The product is [Cl:1][C:2]1[CH:3]=[CH:4][C:5]([CH:8]2[CH2:13][CH2:12][CH:11]([NH2:14])[CH2:10][CH2:9]2)=[CH:6][CH:7]=1. The yield is 0.721. (3) The reactants are [H-].[Al+3].[Li+].[H-].[H-].[H-].[F:7][C:8]1[CH:9]=[C:10]([CH:20]=[CH:21][CH:22]=1)[O:11][C:12]1[CH:13]=[C:14]([CH:17]=[CH:18][CH:19]=1)[C:15]#[N:16].CO.[Cl-].[NH4+]. The catalyst is O1CCCC1.O. The product is [F:7][C:8]1[CH:9]=[C:10]([CH:20]=[CH:21][CH:22]=1)[O:11][C:12]1[CH:13]=[C:14]([CH:17]=[CH:18][CH:19]=1)[CH2:15][NH2:16]. The yield is 0.890. (4) The product is [F:39][C:2]1([F:1])[O:6][C:5]2[CH:7]=[CH:8][C:9]([NH:11][C:12]([C:14]3[CH:19]=[CH:18][CH:17]=[CH:16][C:15]=3[NH:20][CH2:21][C:22]3[CH:27]=[CH:26][N:25]=[C:24]([C:28]([NH:30][CH2:31][CH:32]([OH:33])[CH2:36][OH:35])=[O:29])[CH:23]=3)=[O:13])=[CH:10][C:4]=2[O:3]1. The yield is 0.970. The catalyst is CC(C)=O. The reactants are [F:1][C:2]1([F:39])[O:6][C:5]2[CH:7]=[CH:8][C:9]([NH:11][C:12]([C:14]3[CH:19]=[CH:18][CH:17]=[CH:16][C:15]=3[NH:20][CH2:21][C:22]3[CH:27]=[CH:26][N:25]=[C:24]([C:28]([NH:30][CH2:31][CH:32]4[CH2:36][O:35]C(C)(C)[O:33]4)=[O:29])[CH:23]=3)=[O:13])=[CH:10][C:4]=2[O:3]1.Cl. (5) The reactants are [Br:1][C:2]1[C:3]([CH3:11])=[N:4][CH:5]=[C:6]([C:9]=1Cl)[C:7]#[N:8].[NH2:12][C:13]1[C:14]([CH3:22])=[C:15]2[C:19](=[CH:20][CH:21]=1)[NH:18][CH:17]=[CH:16]2. The catalyst is C(O)C. The product is [Br:1][C:2]1[C:3]([CH3:11])=[N:4][CH:5]=[C:6]([C:9]=1[NH:12][C:13]1[C:14]([CH3:22])=[C:15]2[C:19](=[CH:20][CH:21]=1)[NH:18][CH:17]=[CH:16]2)[C:7]#[N:8]. The yield is 0.410. (6) The reactants are CC([S@]([NH:7][C@H:8]1[C:16]2[C:11](=[CH:12][CH:13]=[C:14]([C:17]([F:20])([F:19])[F:18])[CH:15]=2)[CH2:10][CH2:9]1)=O)(C)C.[ClH:21].CC(S(OC)=O)(C)C. The catalyst is CO.O1CCOCC1. The product is [ClH:21].[F:18][C:17]([F:19])([F:20])[C:14]1[CH:15]=[C:16]2[C:11]([CH2:10][CH2:9][C@H:8]2[NH2:7])=[CH:12][CH:13]=1. The yield is 0.290. (7) The product is [CH2:8]([N:14]([CH3:30])[C:15]([C@@H:17]1[CH2:21][C@@H:20]([OH:22])[CH2:19][NH:18]1)=[O:16])[CH2:9][CH2:10][CH2:11][CH:12]=[CH2:13]. The reactants are FC(F)(F)C(O)=O.[CH2:8]([N:14]([CH3:30])[C:15]([C@@H:17]1[CH2:21][C@@H:20]([OH:22])[CH2:19][N:18]1C(OC(C)(C)C)=O)=[O:16])[CH2:9][CH2:10][CH2:11][CH:12]=[CH2:13]. The yield is 1.00. The catalyst is C(Cl)Cl. (8) The reactants are Br[C:2]1[Se:3][CH:4]=[CH:5][CH:6]=1.[Mg]. The catalyst is O1CCCC1. The product is [Se:3]1[CH:4]=[CH:5][CH:6]=[C:2]1[C:2]1[Se:3][CH:4]=[CH:5][C:6]=1[C:2]1[Se:3][CH:4]=[CH:5][CH:6]=1. The yield is 0.300. (9) The reactants are [N:1]([CH2:4][CH:5]1[C:13]2[C:8](=[CH:9][CH:10]=[CH:11][CH:12]=2)[C:7](=[C:14]2[C:22]3[C:17](=[CH:18][CH:19]=[CH:20][CH:21]=3)[NH:16][C:15]2=[O:23])[O:6]1)=[C:2]=[O:3].[NH2:24][CH2:25][CH2:26][N:27]1[CH2:32][CH2:31][O:30][CH2:29][CH2:28]1. The catalyst is C1COCC1. The product is [N:27]1([CH2:26][CH2:25][NH:24][C:2]([NH:1][CH2:4][CH:5]2[C:13]3[C:8](=[CH:9][CH:10]=[CH:11][CH:12]=3)[C:7](=[C:14]3[C:22]4[C:17](=[CH:18][CH:19]=[CH:20][CH:21]=4)[NH:16][C:15]3=[O:23])[O:6]2)=[O:3])[CH2:32][CH2:31][O:30][CH2:29][CH2:28]1. The yield is 0.180. (10) The reactants are [Cl:1][C:2]1[CH:3]=[C:4]([C@H:8]([NH:15][C:16]2[NH:17][C:18](=[O:25])[N:19]([CH2:23][CH3:24])[C:20](=[O:22])[CH:21]=2)[CH2:9][C:10]([O:12]CC)=[O:11])[CH:5]=[CH:6][CH:7]=1.[OH-].[Na+]. The catalyst is C1COCC1. The product is [Cl:1][C:2]1[CH:3]=[C:4]([C@H:8]([NH:15][C:16]2[NH:17][C:18](=[O:25])[N:19]([CH2:23][CH3:24])[C:20](=[O:22])[CH:21]=2)[CH2:9][C:10]([OH:12])=[O:11])[CH:5]=[CH:6][CH:7]=1. The yield is 0.890.